Predict the reaction yield, written as a fraction of the theoretical maximum amount of product (1.0 means a 100% yield; for example, 0.34 means a 34% yield). From a dataset of Reaction yield outcomes from USPTO patents with 853,638 reactions. The reactants are [CH3:1][O:2][C:3](=[O:14])[C:4]1[CH:9]=[CH:8][CH:7]=[C:6]([N+:10]([O-])=O)[C:5]=1[OH:13]. The catalyst is C(O)C.[Pd]. The product is [CH3:1][O:2][C:3](=[O:14])[C:4]1[CH:9]=[CH:8][CH:7]=[C:6]([NH2:10])[C:5]=1[OH:13]. The yield is 0.880.